This data is from Full USPTO retrosynthesis dataset with 1.9M reactions from patents (1976-2016). The task is: Predict the reactants needed to synthesize the given product. (1) Given the product [C:20]([O:19][C:18](=[O:24])[NH:17][C@:12]1([C:10]([NH:9][S:6]([CH:3]2[CH2:4][CH2:5]2)(=[O:8])=[O:7])=[O:11])[CH2:14][C@H:13]1[CH2:15][CH3:16])([CH3:21])([CH3:22])[CH3:23], predict the reactants needed to synthesize it. The reactants are: CO.[CH:3]1([S:6]([NH:9][C:10]([C@@:12]2([NH:17][C:18](=[O:24])[O:19][C:20]([CH3:23])([CH3:22])[CH3:21])[CH2:14][C@H:13]2[CH:15]=[CH2:16])=[O:11])(=[O:8])=[O:7])[CH2:5][CH2:4]1.CCCCCCC. (2) Given the product [C:41]([C:40]1[CH:43]=[CH:44][C:37]([NH:36][CH2:35][CH2:34][NH:33][C:2]2[N:7]3[N:8]=[C:9]([CH:11]4[CH2:12][CH2:13][N:14]([CH2:17][C:18]([O:20][CH2:21][CH3:22])=[O:19])[CH2:15][CH2:16]4)[N:10]=[C:6]3[CH:5]=[C:4]([C:23]3[CH:28]=[CH:27][C:26]([Cl:29])=[CH:25][C:24]=3[Cl:30])[N:3]=2)=[N:38][CH:39]=1)#[N:42], predict the reactants needed to synthesize it. The reactants are: Cl[C:2]1[N:7]2[N:8]=[C:9]([CH:11]3[CH2:16][CH2:15][N:14]([CH2:17][C:18]([O:20][CH2:21][CH3:22])=[O:19])[CH2:13][CH2:12]3)[N:10]=[C:6]2[CH:5]=[C:4]([C:23]2[CH:28]=[CH:27][C:26]([Cl:29])=[CH:25][C:24]=2[Cl:30])[N:3]=1.Cl.Cl.[NH2:33][CH2:34][CH2:35][NH:36][C:37]1[CH:44]=[CH:43][C:40]([C:41]#[N:42])=[CH:39][N:38]=1.C(N(CC)C(C)C)(C)C. (3) Given the product [CH2:1]([O:8][C:9]1[CH:10]=[CH:11][C:12]([C:13]([NH:18][C:19]2[CH:20]=[C:21]([C:22]#[N:23])[CH:24]=[CH:25][C:26]=2[NH:27][CH:28]2[CH2:29][CH2:30][CH2:31][CH2:32][CH2:33]2)=[O:15])=[CH:16][CH:17]=1)[C:2]1[CH:3]=[CH:4][CH:5]=[CH:6][CH:7]=1, predict the reactants needed to synthesize it. The reactants are: [CH2:1]([O:8][C:9]1[CH:17]=[CH:16][C:12]([C:13]([OH:15])=O)=[CH:11][CH:10]=1)[C:2]1[CH:7]=[CH:6][CH:5]=[CH:4][CH:3]=1.[NH2:18][C:19]1[CH:20]=[C:21]([CH:24]=[CH:25][C:26]=1[NH:27][CH:28]1[CH2:33][CH2:32][CH2:31][CH2:30][CH2:29]1)[C:22]#[N:23].C(N(CC)CC)C. (4) Given the product [CH2:20]([O:19][C:9]1[CH:8]=[C:7]([CH:6]([CH2:31][CH:28]2[CH2:30][CH2:29]2)[C:5]([O:4][CH3:3])=[O:27])[CH:12]=[C:11]([O:13][CH2:14][C:15]([F:18])([F:17])[F:16])[CH:10]=1)[C:21]1[CH:22]=[CH:23][CH:24]=[CH:25][CH:26]=1, predict the reactants needed to synthesize it. The reactants are: [H-].[Na+].[CH3:3][O:4][C:5](=[O:27])[CH2:6][C:7]1[CH:12]=[C:11]([O:13][CH2:14][C:15]([F:18])([F:17])[F:16])[CH:10]=[C:9]([O:19][CH2:20][C:21]2[CH:26]=[CH:25][CH:24]=[CH:23][CH:22]=2)[CH:8]=1.[CH:28]1([CH2:31]Br)[CH2:30][CH2:29]1. (5) Given the product [CH2:1]([O:8][C:9]([N:11]1[CH2:15][CH2:14][CH2:13][C@H:12]1[C:16](=[O:33])[NH:17][C:18]1[CH:19]=[C:20]([C:35]2[CH:36]=[CH:37][C:38]([C:39](=[O:40])[NH:41][CH:42]3[CH2:44][CH2:43]3)=[CH:45][CH:46]=2)[CH:21]=[CH:22][CH:23]=1)=[O:10])[C:2]1[CH:3]=[CH:4][CH:5]=[CH:6][CH:7]=1, predict the reactants needed to synthesize it. The reactants are: [CH2:1]([O:8][C:9]([N:11]1[CH2:15][CH2:14][CH2:13][C@H:12]1[C:16](=[O:33])[NH:17][C:18]1[CH:23]=[CH:22][CH:21]=[C:20](B2OC(C)(C)C(C)(C)O2)[CH:19]=1)=[O:10])[C:2]1[CH:7]=[CH:6][CH:5]=[CH:4][CH:3]=1.Br[C:35]1[CH:46]=[CH:45][C:38]([C:39]([NH:41][CH:42]2[CH2:44][CH2:43]2)=[O:40])=[CH:37][CH:36]=1.CN(C=O)C. (6) Given the product [CH:16]1([CH2:15][NH:14][C:4]2[N:3]=[C:2]([NH:19][C@H:20]([CH2:23][CH3:24])[CH2:21][OH:22])[N:10]=[C:9]3[C:5]=2[N:6]=[CH:7][N:8]3[CH:11]([CH3:13])[CH3:12])[CH2:18][CH2:17]1, predict the reactants needed to synthesize it. The reactants are: Cl[C:2]1[N:10]=[C:9]2[C:5]([N:6]=[CH:7][N:8]2[CH:11]([CH3:13])[CH3:12])=[C:4]([NH:14][CH2:15][CH:16]2[CH2:18][CH2:17]2)[N:3]=1.[NH2:19][C@H:20]([CH2:23][CH3:24])[CH2:21][OH:22].